From a dataset of Peptide-MHC class I binding affinity with 185,985 pairs from IEDB/IMGT. Regression. Given a peptide amino acid sequence and an MHC pseudo amino acid sequence, predict their binding affinity value. This is MHC class I binding data. (1) The peptide sequence is FLYALALLL. The MHC is HLA-A68:02 with pseudo-sequence HLA-A68:02. The binding affinity (normalized) is 0. (2) The peptide sequence is RAFTEEGAI. The MHC is HLA-A02:01 with pseudo-sequence HLA-A02:01. The binding affinity (normalized) is 0. (3) The peptide sequence is RIHDIAVQL. The MHC is BoLA-HD6 with pseudo-sequence BoLA-HD6. The binding affinity (normalized) is 1.00.